Dataset: Full USPTO retrosynthesis dataset with 1.9M reactions from patents (1976-2016). Task: Predict the reactants needed to synthesize the given product. (1) The reactants are: [Cl:1][C:2]1[N:7]=[C:6]([CH2:8][C:9]([C:11]2[CH:12]=[C:13]([NH:17][C:18](=[O:27])[C:19]3[C:24]([F:25])=[CH:23][CH:22]=[CH:21][C:20]=3[F:26])[CH:14]=[CH:15][CH:16]=2)=O)[CH:5]=[CH:4][N:3]=1.[NH2:28][C:29]([CH:31]1[CH2:36][CH2:35][N:34]([C:37]([O:39][C:40]([CH3:43])([CH3:42])[CH3:41])=[O:38])[CH2:33][CH2:32]1)=[S:30]. Given the product [Cl:1][C:2]1[N:7]=[C:6]([C:8]2[S:30][C:29]([CH:31]3[CH2:36][CH2:35][N:34]([C:37]([O:39][C:40]([CH3:43])([CH3:42])[CH3:41])=[O:38])[CH2:33][CH2:32]3)=[N:28][C:9]=2[C:11]2[CH:16]=[CH:15][CH:14]=[C:13]([NH:17][C:18]([C:19]3[C:24]([F:25])=[CH:23][CH:22]=[CH:21][C:20]=3[F:26])=[O:27])[CH:12]=2)[CH:5]=[CH:4][N:3]=1, predict the reactants needed to synthesize it. (2) Given the product [F:1][C:2]1[CH:3]=[CH:4][C:5]([C:8]2[CH:13]=[C:12]([C:14]3[N:18]4[CH:19]=[CH:20][C:21]([C:23]5[CH:28]=[CH:27][CH:26]=[C:25]([O:29][CH2:32][CH2:33][CH2:34][N:35]6[CH2:40][CH2:39][CH2:38][CH2:37][CH2:36]6)[CH:24]=5)=[CH:22][C:17]4=[N:16][CH:15]=3)[CH:11]=[CH:10][N:9]=2)=[CH:6][CH:7]=1, predict the reactants needed to synthesize it. The reactants are: [F:1][C:2]1[CH:7]=[CH:6][C:5]([C:8]2[CH:13]=[C:12]([C:14]3[N:18]4[CH:19]=[CH:20][C:21]([C:23]5[CH:24]=[C:25]([OH:29])[CH:26]=[CH:27][CH:28]=5)=[CH:22][C:17]4=[N:16][CH:15]=3)[CH:11]=[CH:10][N:9]=2)=[CH:4][CH:3]=1.Cl.Cl[CH2:32][CH2:33][CH2:34][N:35]1[CH2:40][CH2:39][CH2:38][CH2:37][CH2:36]1.C(=O)([O-])[O-].[K+].[K+]. (3) Given the product [Si:1]([O:8][CH2:9][CH2:10][C:11]1[C:12]([F:19])=[C:13]([CH:16]=[CH:17][CH:18]=1)[CH2:14][N:45]1[CH2:46][CH2:47][C:41]2([O:40][CH2:39][CH2:38][N:37]([C:35]([C:33]3[N:34]=[C:30]([CH:27]([CH3:28])[CH3:29])[S:31][CH:32]=3)=[O:36])[CH2:42]2)[CH2:43][CH2:44]1)([C:4]([CH3:7])([CH3:6])[CH3:5])([CH3:3])[CH3:2], predict the reactants needed to synthesize it. The reactants are: [Si:1]([O:8][CH2:9][CH2:10][C:11]1[C:12]([F:19])=[C:13]([CH:16]=[CH:17][CH:18]=1)[CH:14]=O)([C:4]([CH3:7])([CH3:6])[CH3:5])([CH3:3])[CH3:2].FC(F)(F)C(O)=O.[CH:27]([C:30]1[S:31][CH:32]=[C:33]([C:35]([N:37]2[CH2:42][C:41]3([CH2:47][CH2:46][NH:45][CH2:44][CH2:43]3)[O:40][CH2:39][CH2:38]2)=[O:36])[N:34]=1)([CH3:29])[CH3:28].C(O[BH-](OC(=O)C)OC(=O)C)(=O)C.[Na+].C(=O)(O)[O-].[Na+]. (4) Given the product [OH:3][C@@H:1]([C:4]1[CH:5]=[C:6]([CH:9]=[CH:10][CH:11]=1)[C:7]#[N:8])[CH3:2], predict the reactants needed to synthesize it. The reactants are: [C:1]([C:4]1[CH:5]=[C:6]([CH:9]=[CH:10][CH:11]=1)[C:7]#[N:8])(=[O:3])[CH3:2]. (5) The reactants are: [CH2:1]([OH:5])[CH2:2][C:3]#[CH:4].I[C:7]1[N:29]([S:30]([C:33]2[CH:38]=[CH:37][CH:36]=[CH:35][CH:34]=2)(=[O:32])=[O:31])[C:10]2=[N:11][CH:12]=[CH:13][C:14]([C:15]3[CH:20]=[CH:19][C:18]([S:21]([N:24]4[CH2:28][CH2:27][CH2:26][CH2:25]4)(=[O:23])=[O:22])=[CH:17][CH:16]=3)=[C:9]2[CH:8]=1. Given the product [C:33]1([S:30]([N:29]2[C:10]3=[N:11][CH:12]=[CH:13][C:14]([C:15]4[CH:16]=[CH:17][C:18]([S:21]([N:24]5[CH2:28][CH2:27][CH2:26][CH2:25]5)(=[O:22])=[O:23])=[CH:19][CH:20]=4)=[C:9]3[CH:8]=[C:7]2[C:4]#[C:3][CH2:2][CH2:1][OH:5])(=[O:32])=[O:31])[CH:34]=[CH:35][CH:36]=[CH:37][CH:38]=1, predict the reactants needed to synthesize it. (6) The reactants are: [Cl:1][C:2]1[CH:3]=[C:4]([NH:9][C:10]2[C:19]3[C:14](=[CH:15][C:16]([O:21][CH3:22])=[C:17]([OH:20])[CH:18]=3)[N:13]=[CH:12][N:11]=2)[CH:5]=[CH:6][C:7]=1[F:8].C([O-])([O-])=O.[K+].[K+].Cl[CH2:30][CH2:31][CH2:32][N:33]1[CH2:38][CH2:37][C:36]2=[N:39][N:40]([CH3:43])[C:41]([CH3:42])=[C:35]2[CH2:34]1. Given the product [Cl:1][C:2]1[CH:3]=[C:4]([NH:9][C:10]2[C:19]3[C:14](=[CH:15][C:16]([O:21][CH3:22])=[C:17]([O:20][CH2:30][CH2:31][CH2:32][N:33]4[CH2:38][CH2:37][C:36]5=[N:39][N:40]([CH3:43])[C:41]([CH3:42])=[C:35]5[CH2:34]4)[CH:18]=3)[N:13]=[CH:12][N:11]=2)[CH:5]=[CH:6][C:7]=1[F:8], predict the reactants needed to synthesize it. (7) Given the product [Cl:1][C:2]1[CH:3]=[C:4]([CH2:9][N:10]2[C:14]([CH3:15])=[C:13]([NH:16][C:26]([C:24]3[S:25][C:21]4[CH:20]=[C:19]([O:18][CH3:17])[CH:30]=[CH:29][C:22]=4[N:23]=3)=[O:27])[N:12]=[N:11]2)[CH:5]=[CH:6][C:7]=1[Cl:8], predict the reactants needed to synthesize it. The reactants are: [Cl:1][C:2]1[CH:3]=[C:4]([CH2:9][N:10]2[C:14]([CH3:15])=[C:13]([NH2:16])[N:12]=[N:11]2)[CH:5]=[CH:6][C:7]=1[Cl:8].[CH3:17][O:18][C:19]1[CH:30]=[CH:29][C:22]2[N:23]=[C:24]([C:26](N)=[O:27])[S:25][C:21]=2[CH:20]=1.CN(C(ON1N=NC2C=CC=NC1=2)=[N+](C)C)C.F[P-](F)(F)(F)(F)F.CCN(C(C)C)C(C)C. (8) Given the product [OH:17][C:14]1[CH:15]=[CH:16][C:11]([C:9]2[O:10][C:6]3[CH:5]=[CH:4][C:3]([OH:18])=[C:2]([O:20][CH3:19])[C:7]=3[CH:8]=2)=[CH:12][CH:13]=1, predict the reactants needed to synthesize it. The reactants are: Br[C:2]1[C:7]2[CH:8]=[C:9]([C:11]3[CH:16]=[CH:15][C:14]([OH:17])=[CH:13][CH:12]=3)[O:10][C:6]=2[CH:5]=[CH:4][C:3]=1[OH:18].[CH3:19][O-:20].[Na+]. (9) Given the product [CH2:21]([NH:9][CH2:10][C:11]([O:13][CH2:14][C:15]1[CH:20]=[CH:19][CH:18]=[CH:17][CH:16]=1)=[O:12])[CH2:22][CH2:23][CH3:24], predict the reactants needed to synthesize it. The reactants are: C(N(CC)CC)C.Cl.[NH2:9][CH2:10][C:11]([O:13][CH2:14][C:15]1[CH:20]=[CH:19][CH:18]=[CH:17][CH:16]=1)=[O:12].[CH:21](=O)[CH2:22][CH2:23][CH3:24].[BH4-].[Na+]. (10) Given the product [Br:8][C:7]1[C:2]([C:13]2[CH:14]=[CH:15][C:10]([F:9])=[CH:11][CH:12]=2)=[N:3][CH:4]=[CH:5][CH:6]=1, predict the reactants needed to synthesize it. The reactants are: Br[C:2]1[C:7]([Br:8])=[CH:6][CH:5]=[CH:4][N:3]=1.[F:9][C:10]1[CH:15]=[CH:14][C:13](B(O)O)=[CH:12][CH:11]=1.C([O-])([O-])=O.[Na+].[Na+].CCOC(C)=O.